This data is from NCI-60 drug combinations with 297,098 pairs across 59 cell lines. The task is: Regression. Given two drug SMILES strings and cell line genomic features, predict the synergy score measuring deviation from expected non-interaction effect. Drug 1: CC1=C(C=C(C=C1)C(=O)NC2=CC(=CC(=C2)C(F)(F)F)N3C=C(N=C3)C)NC4=NC=CC(=N4)C5=CN=CC=C5. Drug 2: C1CN1C2=NC(=NC(=N2)N3CC3)N4CC4. Cell line: HCT-15. Synergy scores: CSS=45.9, Synergy_ZIP=-0.687, Synergy_Bliss=-3.05, Synergy_Loewe=3.43, Synergy_HSA=-0.0279.